From a dataset of Full USPTO retrosynthesis dataset with 1.9M reactions from patents (1976-2016). Predict the reactants needed to synthesize the given product. (1) Given the product [C:39]([N:36]1[C:37]2[C:33](=[CH:32][CH:31]=[C:30]([N:29]([CH:26]3[CH2:25][CH2:24][N:23]([CH2:16][C:17]4[CH:18]=[CH:19][CH:20]=[CH:21][CH:22]=4)[CH2:28][CH2:27]3)[C:9](=[O:11])[C:8]#[C:7][C:1]3[CH:2]=[CH:3][CH:4]=[CH:5][CH:6]=3)[CH:38]=2)[CH2:34][CH2:35]1)(=[O:41])[CH3:40], predict the reactants needed to synthesize it. The reactants are: [C:1]1([C:7]#[C:8][C:9]([OH:11])=O)[CH:6]=[CH:5][CH:4]=[CH:3][CH:2]=1.S(Cl)(Cl)=O.[CH2:16]([N:23]1[CH2:28][CH2:27][CH:26]([NH:29][C:30]2[CH:38]=[C:37]3[C:33]([CH2:34][CH2:35][N:36]3[C:39](=[O:41])[CH3:40])=[CH:32][CH:31]=2)[CH2:25][CH2:24]1)[C:17]1[CH:22]=[CH:21][CH:20]=[CH:19][CH:18]=1. (2) Given the product [CH3:32][C:33]1[CH:34]=[C:35]([N:58]2[CH2:63][CH2:62][NH:61][CH2:60][CH2:59]2)[N:36]=[CH:37][C:38]=1[C:39]1[CH:40]=[C:41]2[C:51]3[C:46](=[CH:47][N:48]=[C:49]([C:52]4[CH:53]=[N:54][CH:55]=[CH:56][CH:57]=4)[CH:50]=3)[NH:45][C:42]2=[N:43][CH:44]=1, predict the reactants needed to synthesize it. The reactants are: N1(C2C=CC(C3C=C4C5C(=CN=C(C6C=NC=CC=6)C=5)NC4=NC=3)=CC=2)CCNCC1.[CH3:32][C:33]1[C:38]([C:39]2[CH:40]=[C:41]3[C:51]4[C:46](=[CH:47][N:48]=[C:49]([C:52]5[CH:53]=[N:54][CH:55]=[CH:56][CH:57]=5)[CH:50]=4)[NH:45][C:42]3=[N:43][CH:44]=2)=[CH:37][N:36]=[C:35]([N:58]2[CH2:63][CH2:62][N:61](C(OC(C)(C)C)=O)[CH2:60][CH2:59]2)[CH:34]=1. (3) Given the product [CH3:40][O:39][C:37]([C:36]1[CH:41]=[CH:42][C:33]([C:31]([NH:15][CH2:14][C:4]2[CH:5]=[CH:6][C:7]([C:8]([OH:10])=[O:9])=[CH:11][CH:12]=2)=[O:32])=[CH:34][CH:35]=1)=[O:38], predict the reactants needed to synthesize it. The reactants are: NCN[C:4]1[CH:12]=[CH:11][C:7]([C:8]([OH:10])=[O:9])=[CH:6][CH:5]=1.C[CH2:14][N:15](C(C)C)C(C)C.C([Si](C)(C)Cl)(C)(C)C.Cl[C:31]([C:33]1[CH:42]=[CH:41][C:36]([C:37]([O:39][CH3:40])=[O:38])=[CH:35][CH:34]=1)=[O:32]. (4) Given the product [CH:22]1([N:27]2[C:28]3[N:29]=[C:30]([S:36][CH3:37])[N:31]=[CH:32][C:33]=3[CH:34]=[C:5]([CH2:6][CH2:7][O:8][CH2:9][CH3:10])[C:4]2=[O:11])[CH2:23][CH2:24][CH2:25][CH2:26]1, predict the reactants needed to synthesize it. The reactants are: C(O[C:4](=[O:11])[CH2:5][CH2:6][CH2:7][O:8][CH2:9][CH3:10])C.C[Si]([N-][Si](C)(C)C)(C)C.[Li+].[CH:22]1([NH:27][C:28]2[C:33]([CH:34]=O)=[CH:32][N:31]=[C:30]([S:36][CH3:37])[N:29]=2)[CH2:26][CH2:25][CH2:24][CH2:23]1.